The task is: Predict the product of the given reaction.. This data is from Forward reaction prediction with 1.9M reactions from USPTO patents (1976-2016). Given the reactants [CH3:1][N:2]1[CH2:7][CH2:6][N:5]([C:8]2[CH:17]=[CH:16][C:15]([N+:18]([O-])=O)=[C:14]3[C:9]=2[CH:10]=[CH:11][CH:12]=[N:13]3)[CH2:4][CH2:3]1, predict the reaction product. The product is: [CH3:1][N:2]1[CH2:7][CH2:6][N:5]([C:8]2[CH:17]=[CH:16][C:15]([NH2:18])=[C:14]3[C:9]=2[CH:10]=[CH:11][CH:12]=[N:13]3)[CH2:4][CH2:3]1.